From a dataset of Full USPTO retrosynthesis dataset with 1.9M reactions from patents (1976-2016). Predict the reactants needed to synthesize the given product. (1) Given the product [CH2:1]([N:8]1[C:16]2[C:15]3=[N:17][C@H:18]([CH2:20][C:21]4[CH:22]=[CH:23][CH:24]=[CH:25][CH:26]=4)[CH2:19][N:14]3[C:13](=[O:27])[N:12]([CH2:28][CH2:29][CH3:30])[C:11]=2[N:10]=[C:9]1[C:39]([OH:41])=[O:40])[C:2]1[CH:7]=[CH:6][CH:5]=[CH:4][CH:3]=1, predict the reactants needed to synthesize it. The reactants are: [CH2:1]([N:8]1[C:16]2[C:15]3=[N:17][C@H:18]([CH2:20][C:21]4[CH:26]=[CH:25][CH:24]=[CH:23][CH:22]=4)[CH2:19][N:14]3[C:13](=[O:27])[N:12]([CH2:28][CH2:29][CH3:30])[C:11]=2[N:10]=[CH:9]1)[C:2]1[CH:7]=[CH:6][CH:5]=[CH:4][CH:3]=1.C([N-]C(C)C)(C)C.[Li+].[C:39](=[O:41])=[O:40].Cl. (2) The reactants are: FC(F)(F)S(O[C:7]1[CH:12]=[CH:11][C:10]([C:13]#[N:14])=[CH:9][C:8]=1[C:15]1[CH:20]=[CH:19][C:18]([O:21][CH2:22][C:23]2[CH:32]=[CH:31][C:30]3[C:25](=[CH:26][CH:27]=[CH:28][CH:29]=3)[N:24]=2)=[CH:17][CH:16]=1)(=O)=O.[N:35]1[CH:40]=[CH:39][C:38](B(O)O)=[CH:37][CH:36]=1.C([O-])([O-])=O.[Na+].[Na+]. Given the product [N:35]1[CH:40]=[CH:39][C:38]([C:7]2[C:8]([C:15]3[CH:16]=[CH:17][C:18]([O:21][CH2:22][C:23]4[CH:32]=[CH:31][C:30]5[C:25](=[CH:26][CH:27]=[CH:28][CH:29]=5)[N:24]=4)=[CH:19][CH:20]=3)=[CH:9][C:10]([C:13]#[N:14])=[CH:11][CH:12]=2)=[CH:37][CH:36]=1, predict the reactants needed to synthesize it. (3) Given the product [CH2:32]([NH:34][CH2:26][C:24]1[CH:23]=[CH:22][N:21]=[C:20]([NH:19][CH2:18][C:8]2[N:6]3[CH:7]=[C:2]([CH3:28])[CH:3]=[CH:4][C:5]3=[N:10][C:9]=2[C:11]2[CH:16]=[CH:15][C:14]([F:17])=[CH:13][CH:12]=2)[N:25]=1)[CH3:33], predict the reactants needed to synthesize it. The reactants are: Cl[C:2]1[CH:3]=[CH:4][C:5]2[N:6]([C:8]([CH2:18][NH:19][C:20]3[N:25]=[C:24]([CH:26]=O)[CH:23]=[CH:22][N:21]=3)=[C:9]([C:11]3[CH:16]=[CH:15][C:14]([F:17])=[CH:13][CH:12]=3)[N:10]=2)[CH:7]=1.[C:28](O)(=O)C.[CH2:32]([NH2:34])[CH3:33].[BH-](OC(C)=O)(OC(C)=O)OC(C)=O.[Na+]. (4) Given the product [Br:2][C:3]1[CH:8]=[CH:7][C:6]2[C:12]3[C:13](=[O:17])[CH2:14][CH2:15][CH2:16][C:11]=3[O:9][C:5]=2[CH:4]=1, predict the reactants needed to synthesize it. The reactants are: Cl.[Br:2][C:3]1[CH:4]=[C:5]([O:9]N)[CH:6]=[CH:7][CH:8]=1.[C:11]1(=O)[CH2:16][CH2:15][CH2:14][C:13](=[O:17])[CH2:12]1.[OH-].[Na+]. (5) The reactants are: FC(F)(F)C1C=CC=CC=1C(Cl)=O.[CH3:14][O:15][C:16]1[CH:17]=[C:18]2[C:23](=[CH:24][C:25]=1[O:26][CH3:27])[N:22]=[CH:21][CH:20]=[C:19]2[O:28][C:29]1[CH:35]=[CH:34][C:32]([NH2:33])=[C:31]([F:36])[CH:30]=1.[F:37][C:38]([F:51])([F:50])[C:39]1[CH:44]=[CH:43][CH:42]=[CH:41][C:40]=1[C:45]([N:47]=[C:48]=[S:49])=[O:46]. Given the product [F:50][C:38]([F:37])([F:51])[C:39]1[CH:44]=[CH:43][CH:42]=[CH:41][C:40]=1[C:45]([N:47]=[C:48]=[S:49])=[O:46].[CH3:14][O:15][C:16]1[CH:17]=[C:18]2[C:23](=[CH:24][C:25]=1[O:26][CH3:27])[N:22]=[CH:21][CH:20]=[C:19]2[O:28][C:29]1[CH:35]=[CH:34][C:32]([NH:33][C:48]([NH:47][C:45](=[O:46])[C:40]2[CH:41]=[CH:42][CH:43]=[CH:44][C:39]=2[C:38]([F:37])([F:51])[F:50])=[S:49])=[C:31]([F:36])[CH:30]=1, predict the reactants needed to synthesize it. (6) Given the product [Cl:1][C:2]1[CH:9]=[CH:8][C:5]([CH2:6][NH:7][CH2:29][C:26]2[CH:25]=[CH:24][C:23]([C:12]3[CH:13]=[CH:14][C:15]([CH:17]4[CH2:21][CH2:20][CH2:19][N:18]4[CH3:22])=[CH:16][C:11]=3[CH3:10])=[CH:28][CH:27]=2)=[CH:4][CH:3]=1, predict the reactants needed to synthesize it. The reactants are: [Cl:1][C:2]1[CH:9]=[CH:8][C:5]([CH2:6][NH2:7])=[CH:4][CH:3]=1.[CH3:10][C:11]1[CH:16]=[C:15]([CH:17]2[CH2:21][CH2:20][CH2:19][N:18]2[CH3:22])[CH:14]=[CH:13][C:12]=1[C:23]1[CH:28]=[CH:27][C:26]([CH:29]=O)=[CH:25][CH:24]=1.